From a dataset of Catalyst prediction with 721,799 reactions and 888 catalyst types from USPTO. Predict which catalyst facilitates the given reaction. Reactant: N1C=CC=CC=1.[FH:7].N[C:9]1[CH:10]=[CH:11][C:12]([C:15]#[N:16])=[N:13][CH:14]=1.N([O-])=O.[Na+].[OH-].[Na+]. The catalyst class is: 81. Product: [F:7][C:9]1[CH:10]=[CH:11][C:12]([C:15]#[N:16])=[N:13][CH:14]=1.